From a dataset of Peptide-MHC class II binding affinity with 134,281 pairs from IEDB. Regression. Given a peptide amino acid sequence and an MHC pseudo amino acid sequence, predict their binding affinity value. This is MHC class II binding data. (1) The peptide sequence is EALRVIAGALEVHAV. The MHC is HLA-DPA10201-DPB11401 with pseudo-sequence HLA-DPA10201-DPB11401. The binding affinity (normalized) is 0.918. (2) The peptide sequence is RLKGKSCDDWLGGSV. The MHC is DRB1_0802 with pseudo-sequence DRB1_0802. The binding affinity (normalized) is 0.269. (3) The peptide sequence is TEGRCLHYTVDKSKPKVY. The MHC is DRB1_1301 with pseudo-sequence DRB1_1301. The binding affinity (normalized) is 0.149. (4) The binding affinity (normalized) is 0. The peptide sequence is TLGSTSADEVQRMMA. The MHC is HLA-DQA10101-DQB10501 with pseudo-sequence HLA-DQA10101-DQB10501. (5) The peptide sequence is TEYQKTKLNDWDFVV. The MHC is DRB1_0701 with pseudo-sequence DRB1_0701. The binding affinity (normalized) is 0.434. (6) The peptide sequence is TVYVGIVTMLSPMLHHHHHH. The MHC is DRB1_1301 with pseudo-sequence DRB1_1301. The binding affinity (normalized) is 0. (7) The binding affinity (normalized) is 0.422. The MHC is DRB1_0701 with pseudo-sequence DRB1_0701. The peptide sequence is SFELLNAPATVCGPK. (8) The peptide sequence is ENKYFAATQFEPLAA. The MHC is HLA-DQA10501-DQB10301 with pseudo-sequence HLA-DQA10501-DQB10301. The binding affinity (normalized) is 0.327. (9) The peptide sequence is SQDLEFSWNLNGLQAY. The MHC is DRB1_0802 with pseudo-sequence DRB1_0802. The binding affinity (normalized) is 0.385. (10) The peptide sequence is AEIGSAISTANGAAA. The MHC is DRB3_0101 with pseudo-sequence DRB3_0101. The binding affinity (normalized) is 0.534.